Dataset: Full USPTO retrosynthesis dataset with 1.9M reactions from patents (1976-2016). Task: Predict the reactants needed to synthesize the given product. (1) Given the product [F:23][C:24]1[CH:29]=[C:28]([F:30])[CH:27]=[CH:26][C:25]=1[C@:17]12[CH2:21][O:22][C@@H:14]([C:11]3([CH3:10])[CH2:12][CH2:13]3)[CH2:15][C@H:16]1[CH2:20][O:19][NH:18]2, predict the reactants needed to synthesize it. The reactants are: B(F)(F)F.CCOCC.[CH3:10][C:11]1([C@@H:14]2[O:22][CH2:21][C:17]3=[N:18][O:19][CH2:20][C@@H:16]3[CH2:15]2)[CH2:13][CH2:12]1.[F:23][C:24]1[CH:29]=[C:28]([F:30])[CH:27]=[CH:26][C:25]=1I.C([Li])CCC. (2) The reactants are: [O:1]=[C:2]([C:8]1[CH:13]=[CH:12][CH:11]=[CH:10][CH:9]=1)[CH2:3][NH:4][C:5](=[O:7])[CH3:6].[C:14]([O-])(O)=[O:15].[Na+].C=O.[Na+].[Cl-]. Given the product [OH:15][CH2:14][CH:3]([NH:4][C:5](=[O:7])[CH3:6])[C:2](=[O:1])[C:8]1[CH:13]=[CH:12][CH:11]=[CH:10][CH:9]=1, predict the reactants needed to synthesize it.